Task: Predict which catalyst facilitates the given reaction.. Dataset: Catalyst prediction with 721,799 reactions and 888 catalyst types from USPTO (1) Reactant: [C:1]([O:4][C@@H:5]1[CH2:21][C@H:20]2[C@@:8]([CH3:32])([C@@H:9]3[C@@H:17]([C@@H:18]([OH:23])[C@@H:19]2[OH:22])[C@H:16]2[C@@:12]([CH3:31])([C@:13](O)([C:24]4[CH:29]=[CH:28][CH:27]=[CH:26][CH:25]=4)[CH2:14][CH2:15]2)[CH2:11][CH2:10]3)[CH2:7][CH2:6]1)(=[O:3])[CH3:2].O.C1(C)C=CC(S(O)(=O)=O)=CC=1. Product: [C:1]([O:4][C@@H:5]1[CH2:21][C@H:20]2[C@@:8]([CH3:32])([C@@H:9]3[C@@H:17]([C@@H:18]([OH:23])[C@@H:19]2[OH:22])[C@H:16]2[C@@:12]([CH3:31])([C:13]([C:24]4[CH:25]=[CH:26][CH:27]=[CH:28][CH:29]=4)=[CH:14][CH2:15]2)[CH2:11][CH2:10]3)[CH2:7][CH2:6]1)(=[O:3])[CH3:2]. The catalyst class is: 11. (2) Reactant: C[O:2][C:3]([CH:5]1[CH2:9][C:8](=O)[N:7]([CH2:11][CH:12]2[O:17][C:16]3[CH:18]=[CH:19][CH:20]=[CH:21][C:15]=3[O:14][CH2:13]2)[CH2:6]1)=O.[H-].[H-].[H-].[H-].[Li+].[Al+3]. Product: [O:17]1[C:16]2[CH:18]=[CH:19][CH:20]=[CH:21][C:15]=2[O:14][CH2:13][CH:12]1[CH2:11][N:7]1[CH2:8][CH2:9][CH:5]([CH2:3][OH:2])[CH2:6]1. The catalyst class is: 7. (3) Reactant: [CH3:1][N:2]1[C:7](=[O:8])[C:6]2[C:9]([C:30]3[CH:35]=[CH:34][CH:33]=[CH:32][CH:31]=3)=[C:10]([C:12]3[CH:17]=[CH:16][C:15]([C:18]4([NH:22][C:23](=[O:29])[O:24][C:25]([CH3:28])([CH3:27])[CH3:26])[CH2:21][CH2:20][CH2:19]4)=[CH:14][CH:13]=3)[O:11][C:5]=2[N:4]=[C:3]1S(C)(=O)=O.[CH:40]1([Mg]Cl)[CH2:42][CH2:41]1. Product: [CH:40]1([C:3]2[N:2]([CH3:1])[C:7](=[O:8])[C:6]3[C:9]([C:30]4[CH:35]=[CH:34][CH:33]=[CH:32][CH:31]=4)=[C:10]([C:12]4[CH:17]=[CH:16][C:15]([C:18]5([NH:22][C:23](=[O:29])[O:24][C:25]([CH3:28])([CH3:27])[CH3:26])[CH2:19][CH2:20][CH2:21]5)=[CH:14][CH:13]=4)[O:11][C:5]=3[N:4]=2)[CH2:42][CH2:41]1. The catalyst class is: 1.